This data is from Full USPTO retrosynthesis dataset with 1.9M reactions from patents (1976-2016). The task is: Predict the reactants needed to synthesize the given product. (1) The reactants are: [Cl:1][C:2]1[CH:16]=[CH:15][C:5]2[N:6]=[C:7]([N:9]3[CH2:14][CH2:13][NH:12][CH2:11][CH2:10]3)[S:8][C:4]=2[CH:3]=1.[CH3:17][C:18]1[N:23]=[C:22]([S:24]([NH:27][C:28]2[CH:29]=[C:30]([CH:34]=[CH:35][CH:36]=2)[C:31](O)=[O:32])(=[O:26])=[O:25])[CH:21]=[CH:20][CH:19]=1. Given the product [Cl:1][C:2]1[CH:16]=[CH:15][C:5]2[N:6]=[C:7]([N:9]3[CH2:14][CH2:13][N:12]([C:31]([C:30]4[CH:29]=[C:28]([NH:27][S:24]([C:22]5[CH:21]=[CH:20][CH:19]=[C:18]([CH3:17])[N:23]=5)(=[O:25])=[O:26])[CH:36]=[CH:35][CH:34]=4)=[O:32])[CH2:11][CH2:10]3)[S:8][C:4]=2[CH:3]=1, predict the reactants needed to synthesize it. (2) The reactants are: C(N)(=O)C.COC.I.Br.C([O:12][C:13](=[O:37])[C@H:14]([CH2:19][C:20]1[CH:25]=[C:24]([I:26])[C:23]([O:27][C:28]2[CH:33]=[CH:32][C:31]([O:34]C)=[CH:30][CH:29]=2)=[C:22]([I:36])[CH:21]=1)[NH:15]C(=O)C)C. Given the product [I:26][C:24]1[CH:25]=[C:20]([CH:21]=[C:22]([I:36])[C:23]=1[O:27][C:28]1[CH:33]=[CH:32][C:31]([OH:34])=[CH:30][CH:29]=1)[CH2:19][C@@H:14]([C:13]([OH:37])=[O:12])[NH2:15], predict the reactants needed to synthesize it.